The task is: Predict which catalyst facilitates the given reaction.. This data is from Catalyst prediction with 721,799 reactions and 888 catalyst types from USPTO. (1) Reactant: [C:1]([C:4]1[CH:18]=[CH:17][C:7]([C:8]([NH:10][C:11]2[CH:16]=[CH:15][N:14]=[CH:13][CH:12]=2)=[O:9])=[CH:6][C:5]=1[OH:19])(=O)[CH3:2].CCN(C(C)C)C(C)C.Cl.[NH2:30][OH:31]. Product: [OH:19][C:5]1[CH:6]=[C:7]([CH:17]=[CH:18][C:4]=1[C:1](=[N:30][OH:31])[CH3:2])[C:8]([NH:10][C:11]1[CH:16]=[CH:15][N:14]=[CH:13][CH:12]=1)=[O:9]. The catalyst class is: 8. (2) Reactant: C(N(CC)CC)C.[N:8]1([C:14]([O:16][C:17]([CH3:20])([CH3:19])[CH3:18])=[O:15])[CH2:13][CH2:12][NH:11][CH2:10][CH2:9]1.Cl[C:22]1[C:23]2[C@H:30]([CH3:31])[CH2:29][CH2:28][C:24]=2[N:25]=[CH:26][N:27]=1.C(OCC)(=O)C. Product: [CH3:31][C@H:30]1[C:23]2[C:22]([N:11]3[CH2:12][CH2:13][N:8]([C:14]([O:16][C:17]([CH3:20])([CH3:19])[CH3:18])=[O:15])[CH2:9][CH2:10]3)=[N:27][CH:26]=[N:25][C:24]=2[CH2:28][CH2:29]1. The catalyst class is: 114. (3) Reactant: [CH3:1][O:2][C:3]([C:5]1[C:14]2[C:9](=[C:10]([NH:15][S:16]([C:19]3[CH:24]=[CH:23][CH:22]=[CH:21][C:20]=3[N+:25]([O-])=O)(=[O:18])=[O:17])[CH:11]=[CH:12][CH:13]=2)[N:8]=[CH:7][CH:6]=1)=[O:4].Cl[Sn]Cl. Product: [CH3:1][O:2][C:3]([C:5]1[C:14]2[C:9](=[C:10]([NH:15][S:16]([C:19]3[CH:24]=[CH:23][CH:22]=[CH:21][C:20]=3[NH2:25])(=[O:18])=[O:17])[CH:11]=[CH:12][CH:13]=2)[N:8]=[CH:7][CH:6]=1)=[O:4]. The catalyst class is: 209.